From a dataset of Full USPTO retrosynthesis dataset with 1.9M reactions from patents (1976-2016). Predict the reactants needed to synthesize the given product. (1) Given the product [F:17][C:18]1[CH:23]=[CH:22][C:21]([C:8]([CH:7]2[CH2:11][CH2:12][N:4]([C:1](=[O:3])[CH3:2])[CH2:5][CH2:6]2)=[O:9])=[CH:20][CH:19]=1, predict the reactants needed to synthesize it. The reactants are: [C:1]([N:4]1[CH2:12][CH2:11][CH:7]([C:8](Cl)=[O:9])[CH2:6][CH2:5]1)(=[O:3])[CH3:2].[Cl-].[Cl-].[Cl-].[Al+3].[F:17][C:18]1[CH:23]=[CH:22][CH:21]=[CH:20][CH:19]=1. (2) Given the product [I:24][C:4]1[CH:5]=[C:6]2[C:11](=[CH:12][C:3]=1[O:2][CH3:1])[O:10][CH:9]([C:13]([F:14])([F:15])[F:16])[C:8]([C:17]([O:19][CH2:20][CH3:21])=[O:18])=[CH:7]2, predict the reactants needed to synthesize it. The reactants are: [CH3:1][O:2][C:3]1[CH:12]=[C:11]2[C:6]([CH:7]=[C:8]([C:17]([O:19][CH2:20][CH3:21])=[O:18])[CH:9]([C:13]([F:16])([F:15])[F:14])[O:10]2)=[CH:5][CH:4]=1.II.[I:24](O)(=O)(=O)=O. (3) Given the product [C:26]([N:23]1[CH2:22][CH2:21][N:20]([C:17]2[CH:16]=[CH:15][C:14]([NH:13][C:9](=[O:11])[CH2:8][C:5]3[CH:6]=[CH:7][C:2]([Cl:1])=[C:3]([F:12])[CH:4]=3)=[N:19][CH:18]=2)[CH2:25][CH2:24]1)(=[O:28])[CH3:27], predict the reactants needed to synthesize it. The reactants are: [Cl:1][C:2]1[CH:7]=[CH:6][C:5]([CH2:8][C:9]([OH:11])=O)=[CH:4][C:3]=1[F:12].[NH2:13][C:14]1[N:19]=[CH:18][C:17]([N:20]2[CH2:25][CH2:24][N:23]([C:26](=[O:28])[CH3:27])[CH2:22][CH2:21]2)=[CH:16][CH:15]=1.CN(C(ON1N=NC2C=CC=NC1=2)=[N+](C)C)C.F[P-](F)(F)(F)(F)F.CCN(C(C)C)C(C)C. (4) Given the product [Br:1][CH2:2][CH2:3][CH2:4][CH2:5][C:6]([CH3:21])([C:15]1[CH:16]=[CH:17][C:18]([CH3:23])=[CH:19][CH:20]=1)[CH2:7][O:8][CH:9]1[CH2:14][CH2:13][CH2:12][CH2:11][O:10]1, predict the reactants needed to synthesize it. The reactants are: [Br:1][CH2:2][CH2:3][CH2:4][CH2:5][C:6]([CH3:21])([C:15]1[CH:20]=[CH:19][CH:18]=[CH:17][CH:16]=1)[CH2:7][O:8][CH:9]1[CH2:14][CH2:13][CH2:12][CH2:11][O:10]1.Br[CH2:23]CCCC(C)(C1C=CC(C)=CC=1)CO.O1C=CCCC1. (5) Given the product [ClH:13].[F:1][C:2]1[CH:3]=[CH:4][C:5]([C:8](=[O:12])[CH2:9][C:10]([S:20][C:17]2[CH:18]=[CH:19][C:14]([Cl:13])=[CH:15][CH:16]=2)=[NH:11])=[CH:6][CH:7]=1, predict the reactants needed to synthesize it. The reactants are: [F:1][C:2]1[CH:7]=[CH:6][C:5]([C:8](=[O:12])[CH2:9][C:10]#[N:11])=[CH:4][CH:3]=1.[Cl:13][C:14]1[CH:19]=[CH:18][C:17]([SH:20])=[CH:16][CH:15]=1.Cl.